Dataset: Forward reaction prediction with 1.9M reactions from USPTO patents (1976-2016). Task: Predict the product of the given reaction. Given the reactants [CH:1]1([NH2:5])[CH2:4][CH2:3][CH2:2]1.[CH3:6][O:7][C:8]([C:10]1[CH:11]=[C:12]([CH3:33])[C:13]2[O:19][C:18]3[C:20]([Cl:29])=[CH:21][C:22]([NH:24][C:25](=[O:28])[CH2:26]Cl)=[CH:23][C:17]=3[CH2:16][S:15](=[O:31])(=[O:30])[C:14]=2[CH:32]=1)=[O:9], predict the reaction product. The product is: [CH3:6][O:7][C:8]([C:10]1[CH:11]=[C:12]([CH3:33])[C:13]2[O:19][C:18]3[C:20]([Cl:29])=[CH:21][C:22]([NH:24][C:25](=[O:28])[CH2:26][NH:5][CH:1]4[CH2:4][CH2:3][CH2:2]4)=[CH:23][C:17]=3[CH2:16][S:15](=[O:31])(=[O:30])[C:14]=2[CH:32]=1)=[O:9].